Dataset: Forward reaction prediction with 1.9M reactions from USPTO patents (1976-2016). Task: Predict the product of the given reaction. (1) Given the reactants [NH2:1][C:2]1[CH:3]=[C:4]([C:8]2[N:9]=[C:10]([CH3:33])[S:11][C:12]=2[C:13]2[CH:18]=[CH:17][N:16]=[C:15]([NH:19][C:20]3[CH:25]=[CH:24][C:23]([O:26][CH2:27][CH2:28][N:29]([CH3:31])[CH3:30])=[C:22]([Cl:32])[CH:21]=3)[N:14]=2)[CH:5]=[CH:6][CH:7]=1.[F:34][C:35]1[CH:43]=[CH:42][C:38]([C:39](Cl)=[O:40])=[CH:37][CH:36]=1, predict the reaction product. The product is: [Cl:32][C:22]1[CH:21]=[C:20]([NH:19][C:15]2[N:14]=[C:13]([C:12]3[S:11][C:10]([CH3:33])=[N:9][C:8]=3[C:4]3[CH:3]=[C:2]([NH:1][C:39](=[O:40])[C:38]4[CH:42]=[CH:43][C:35]([F:34])=[CH:36][CH:37]=4)[CH:7]=[CH:6][CH:5]=3)[CH:18]=[CH:17][N:16]=2)[CH:25]=[CH:24][C:23]=1[O:26][CH2:27][CH2:28][N:29]([CH3:30])[CH3:31]. (2) Given the reactants [CH3:1][C:2]([C:4]1[CH:9]=[CH:8][C:7]([O:10][CH3:11])=[CH:6][CH:5]=1)=[O:3].[CH3:12][O:13][C:14]1[C:23]([O:24][CH3:25])=[CH:22][CH:21]=[CH:20][C:15]=1[C:16](OC)=[O:17].[H-].[Na+], predict the reaction product. The product is: [CH3:12][O:13][C:14]1[C:23]([O:24][CH3:25])=[CH:22][CH:21]=[CH:20][C:15]=1[C:16](=[O:17])[CH2:1][C:2]([C:4]1[CH:9]=[CH:8][C:7]([O:10][CH3:11])=[CH:6][CH:5]=1)=[O:3]. (3) The product is: [NH2:8][C:7]1[C:2]([OH:1])=[N:3][C:4]([C:19]2[CH:24]=[CH:23][CH:22]=[CH:21][N:20]=2)=[N:5][CH:6]=1. Given the reactants [OH:1][C:2]1[C:7]([NH:8]C(=O)OCC2C=CC=CC=2)=[CH:6][N:5]=[C:4]([C:19]2[CH:24]=[CH:23][CH:22]=[CH:21][N:20]=2)[N:3]=1.[H][H], predict the reaction product. (4) Given the reactants Br[C:2]1[CH:10]=[C:9]2[C:5]([CH:6]=[CH:7][N:8]2[CH2:11][CH2:12][N:13]([CH3:15])[CH3:14])=[CH:4][CH:3]=1.[Li]CCCC.[O:21]1[CH2:26][CH2:25][C:24](=[O:27])[CH2:23][CH2:22]1, predict the reaction product. The product is: [OH:27][C:24]1([C:2]2[CH:10]=[C:9]3[C:5]([CH:6]=[CH:7][N:8]3[CH2:11][CH2:12][N:13]([CH3:15])[CH3:14])=[CH:4][CH:3]=2)[CH2:25][CH2:26][O:21][CH2:22][CH2:23]1. (5) Given the reactants C([O:4][C:5]1[CH:10]=[C:9]([S:11]([C:14]([F:17])([F:16])[F:15])(=[O:13])=[O:12])[CH:8]=[CH:7][C:6]=1[O:18][CH2:19][C@H:20]1[CH2:22][O:21]1)(=O)C.[OH-].[K+], predict the reaction product. The product is: [F:16][C:14]([F:15])([F:17])[S:11]([C:9]1[CH:8]=[CH:7][C:6]2[O:18][CH2:19][C@H:20]([CH2:22][OH:21])[O:4][C:5]=2[CH:10]=1)(=[O:12])=[O:13]. (6) The product is: [ClH:38].[NH2:7][C@H:8]([C:14]([N:16]1[CH2:20][CH2:19][C:18]([F:21])([F:22])[CH2:17]1)=[O:15])[CH2:9][CH2:10][CH2:11][CH2:12][NH:13][C:36]([C:26]1[N:27]=[C:28]([C:30]2[CH:35]=[CH:34][CH:33]=[CH:32][CH:31]=2)[O:29][C:25]=1[CH3:24])=[O:37]. Given the reactants C(OC(=O)[NH:7][C@H:8]([C:14]([N:16]1[CH2:20][CH2:19][C:18]([F:22])([F:21])[CH2:17]1)=[O:15])[CH2:9][CH2:10][CH2:11][CH2:12][NH2:13])(C)(C)C.[CH3:24][C:25]1[O:29][C:28]([C:30]2[CH:35]=[CH:34][CH:33]=[CH:32][CH:31]=2)=[N:27][C:26]=1[C:36]([Cl:38])=[O:37], predict the reaction product. (7) Given the reactants Cl.[OH:2][C:3]1([C:9]2[CH:14]=[CH:13][CH:12]=[CH:11][CH:10]=2)[CH2:8][CH2:7][NH:6][CH2:5][CH2:4]1.C(#N)C.[Cl:18][C:19]1[C:20]2[C:21](=[O:33])[N:22]3[CH:31](O)[CH2:30][CH2:29][C:23]3=[N:24][C:25]=2[CH:26]=[CH:27][CH:28]=1.C([BH3-])#N.[Na+], predict the reaction product. The product is: [Cl:18][C:19]1[CH:28]=[CH:27][CH:26]=[C:25]2[C:20]=1[C:21](=[O:33])[NH:22][C:23]([CH2:29][CH2:30][CH2:31][N:6]1[CH2:7][CH2:8][C:3]([OH:2])([C:9]3[CH:14]=[CH:13][CH:12]=[CH:11][CH:10]=3)[CH2:4][CH2:5]1)=[N:24]2.